From a dataset of Catalyst prediction with 721,799 reactions and 888 catalyst types from USPTO. Predict which catalyst facilitates the given reaction. (1) Reactant: [NH2:1][CH2:2][CH2:3][C@@:4]1([C:27]2[CH:32]=[CH:31][C:30]([F:33])=[CH:29][CH:28]=2)[O:9][C:8](=[O:10])[N:7]([C@H:11]([C:13]2[CH:18]=[CH:17][C:16]([C:19]3[CH:24]=[CH:23][C:22]([F:25])=[CH:21][C:20]=3[F:26])=[CH:15][CH:14]=2)[CH3:12])[CH2:6][CH2:5]1.[C:34]([O:38][C:39]([NH:41][CH2:42][C:43](O)=[O:44])=[O:40])([CH3:37])([CH3:36])[CH3:35].C1C=CC2N(O)N=NC=2C=1.C(Cl)CCl.CCN(C(C)C)C(C)C. Product: [F:26][C:20]1[CH:21]=[C:22]([F:25])[CH:23]=[CH:24][C:19]=1[C:16]1[CH:15]=[CH:14][C:13]([C@@H:11]([N:7]2[CH2:6][CH2:5][C@:4]([CH2:3][CH2:2][NH:1][C:43](=[O:44])[CH2:42][NH:41][C:39](=[O:40])[O:38][C:34]([CH3:35])([CH3:36])[CH3:37])([C:27]3[CH:28]=[CH:29][C:30]([F:33])=[CH:31][CH:32]=3)[O:9][C:8]2=[O:10])[CH3:12])=[CH:18][CH:17]=1. The catalyst class is: 2. (2) Reactant: [CH2:1]([O:3][C:4]([N:6]1[C:15]2[C:10](=[N:11][C:12]([O:16]C)=[CH:13][CH:14]=2)[C@@H:9]([NH:18][C:19]2[C:24]([CH2:25][C:26]3[CH:31]=[C:30]([C:32]([F:35])([F:34])[F:33])[CH:29]=[C:28]([C:36]([F:39])([F:38])[F:37])[CH:27]=3)=[CH:23][C:22]([N:40]3[CH2:45][CH2:44][O:43][CH2:42][CH2:41]3)=[CH:21][N:20]=2)[CH2:8][C@H:7]1[CH2:46][CH3:47])=[O:5])[CH3:2].[I-].[Na+].C[Si](Cl)(C)C. Product: [CH2:1]([O:3][C:4]([N:6]1[C:15]2[C:10](=[N:11][C:12]([OH:16])=[CH:13][CH:14]=2)[C@@H:9]([NH:18][C:19]2[C:24]([CH2:25][C:26]3[CH:27]=[C:28]([C:36]([F:38])([F:39])[F:37])[CH:29]=[C:30]([C:32]([F:35])([F:33])[F:34])[CH:31]=3)=[CH:23][C:22]([N:40]3[CH2:41][CH2:42][O:43][CH2:44][CH2:45]3)=[CH:21][N:20]=2)[CH2:8][C@H:7]1[CH2:46][CH3:47])=[O:5])[CH3:2]. The catalyst class is: 10. (3) Reactant: [C:1]([O:5][C:6]([N:8]1[CH2:13][CH2:12][CH:11]([N:14]2[C:18]3=[N:19][CH:20]=[N:21][C:22](Cl)=[C:17]3[CH:16]=[N:15]2)[CH2:10][CH2:9]1)=[O:7])([CH3:4])([CH3:3])[CH3:2].[CH3:24][C:25]1[C:30]([OH:31])=[CH:29][CH:28]=[C:27]([CH3:32])[N:26]=1.C(=O)([O-])[O-].[K+].[K+]. Product: [C:1]([O:5][C:6]([N:8]1[CH2:13][CH2:12][CH:11]([N:14]2[C:18]3=[N:19][CH:20]=[N:21][C:22]([O:31][C:30]4[C:25]([CH3:24])=[N:26][C:27]([CH3:32])=[CH:28][CH:29]=4)=[C:17]3[CH:16]=[N:15]2)[CH2:10][CH2:9]1)=[O:7])([CH3:4])([CH3:3])[CH3:2]. The catalyst class is: 9.